From a dataset of Reaction yield outcomes from USPTO patents with 853,638 reactions. Predict the reaction yield, written as a fraction of the theoretical maximum amount of product (1.0 means a 100% yield; for example, 0.34 means a 34% yield). (1) The yield is 0.540. No catalyst specified. The reactants are [Cl:1][C:2]1[C:3]([O:12][C:13]2[CH:18]=[C:17]([O:19][CH2:20][CH2:21][O:22][CH3:23])[CH:16]=[CH:15][C:14]=2[CH2:24][CH2:25][CH2:26][OH:27])=[N:4][CH:5]=[C:6]([C:8]([F:11])([F:10])[F:9])[CH:7]=1.[CH3:28][O:29][CH2:30][CH2:31][CH2:32][NH2:33].Cl.CN(C)[CH:37]=[O:38]. The product is [CH3:28][O:29][CH2:30][CH2:31][CH2:32][NH:33][C:37](=[O:38])[O:27][CH2:26][CH2:25][CH2:24][C:14]1[CH:15]=[CH:16][C:17]([O:19][CH2:20][CH2:21][O:22][CH3:23])=[CH:18][C:13]=1[O:12][C:3]1[C:2]([Cl:1])=[CH:7][C:6]([C:8]([F:9])([F:11])[F:10])=[CH:5][N:4]=1. (2) The reactants are [CH:1]1(P([CH:1]2[CH2:6][CH2:5][CH2:4][CH2:3][CH2:2]2)C2C=CC=CC=2C2C(OC)=CC=CC=2OC)[CH2:6][CH2:5][CH2:4][CH2:3][CH2:2]1.Cl[C:31]1[CH:36]=[CH:35][C:34]([C:37]2[CH:38]=[CH:39][C:40]3[O:44][C:43]([C:45]4[CH:50]=[CH:49][C:48]([F:51])=[CH:47][CH:46]=4)=[C:42]([C:52]([NH:54][CH3:55])=[O:53])[C:41]=3[CH:56]=2)=[CH:33][C:32]=1[C:57](=[O:68])[NH:58][C:59](C1C=CC=CC=1)([CH3:61])[CH3:60].[O-]P([O-])([O-])=O.[K+].[K+].[K+].[C:77]1(B(O)O)[CH:82]=[CH:81][CH:80]=[CH:79][CH:78]=1. The catalyst is C([O-])(=O)C.[Pd+2].C([O-])(=O)C.O.O1CCOCC1. The product is [F:51][C:48]1[CH:49]=[CH:50][C:45]([C:43]2[O:44][C:40]3[CH:39]=[CH:38][C:37]([C:34]4[CH:35]=[CH:36][C:31]([C:1]5[CH:6]=[CH:5][CH:4]=[CH:3][CH:2]=5)=[C:32]([C:57](=[O:68])[NH:58][C:59]([C:77]5[CH:82]=[CH:81][CH:80]=[CH:79][CH:78]=5)([CH3:60])[CH3:61])[CH:33]=4)=[CH:56][C:41]=3[C:42]=2[C:52]([NH:54][CH3:55])=[O:53])=[CH:46][CH:47]=1. The yield is 0.730. (3) The reactants are [CH2:1]([O:3][PH:4](=[O:8])[O:5][CH2:6][CH3:7])[CH3:2].[O-]S(C(F)(F)F)(=O)=O.C(=O)([O-])[O-].[Cs+].[Cs+].C1C=[C:27]2[C:29]([C:31](O)(O)[C:32](=O)[C:26]2=CC=1)=O. The catalyst is O1CCCC1.ClCCl.O.CO. The product is [CH2:1]([O:3][PH:4](=[O:8])[O:5][CH2:6][C:7]1[CH:27]=[CH:29][CH:31]=[CH:32][CH:26]=1)[C:2]1[CH:31]=[CH:32][CH:26]=[CH:27][CH:29]=1. The yield is 0.900. (4) The reactants are O[C:2]1[C:11]2[C:6](=[N:7][CH:8]=[CH:9][CH:10]=2)[N:5]([C:12]2[CH:17]=[CH:16][CH:15]=[CH:14][CH:13]=2)[C:4](=[O:18])[C:3]=1[C:19](=O)[CH2:20][C:21]1[CH:26]=[CH:25][CH:24]=[C:23]([O:27][CH3:28])[CH:22]=1.O.[NH2:31][NH2:32]. The catalyst is CN(C=O)C. The product is [CH3:28][O:27][C:23]1[CH:22]=[C:21]([CH:26]=[CH:25][CH:24]=1)[CH2:20][C:19]1[C:3]2[C:4](=[O:18])[N:5]([C:12]3[CH:17]=[CH:16][CH:15]=[CH:14][CH:13]=3)[C:6]3[N:7]=[CH:8][CH:9]=[CH:10][C:11]=3[C:2]=2[NH:32][N:31]=1. The yield is 0.830.